From a dataset of Experimentally validated miRNA-target interactions with 360,000+ pairs, plus equal number of negative samples. Binary Classification. Given a miRNA mature sequence and a target amino acid sequence, predict their likelihood of interaction. (1) The miRNA is hsa-miR-345-3p with sequence GCCCUGAACGAGGGGUCUGGAG. The protein sequence of the target gene is MWAAGRWGPTFPSSYAGFSADCRPRSRPSSDSCSVPMTGARGQGLEVVRSPSPPLPLSCSNSTRSLLSPLGHQSFQFDEDDGDGEDEEDVDDEEDVDEDAHDSEAKVASLRGMELQGCASTQVESENNQEEQKQVRLPESRLTPWEVWFIGKEKEERDRLQLKALEELNQQLEKRKEMEEREKRKIIAEEKHKEWVQKKNEQKRKEREQKINKEMEEKAAKELEKEYLQEKAKEKYQEWLKKKNAEECERKKKEKEKEKQQQAEIQEKKEIAEKKFQEWLENAKHKPRPAAKSYGYANGK.... Result: 0 (no interaction). (2) The miRNA is mmu-miR-876-5p with sequence UGGAUUUCUCUGUGAAUCACUA. The protein sequence of the target gene is MSDSGASRLRRQLESGGFEARLYVKQLSQQSDGDRDLQEHRQRVQALAEETAQNLKRNVYQNYRQFIETAREISYLESEMYQLSHLLTEQKSSLESIPLALLPAAAAGASAGEDTAGAGPRERGAVQAGFLPGPAGVPREGSGTGEEGKQRTLTTLLEKVEGCRDLLETPGQYLVYNGDLVEYDADHMAQLQRVHGFLMNDCLLVATWLPQRRGMYRYNALYPLDRLAVVNVKDNPPMKDMFKLLMFPESRIFQAENAKIKREWLEVLEETKRALSDKRRREQEEAAAPRAPPPVTSKGS.... Result: 1 (interaction).